Binary Classification. Given a drug SMILES string, predict its activity (active/inactive) in a high-throughput screening assay against a specified biological target. From a dataset of Tyrosyl-DNA phosphodiesterase HTS with 341,365 compounds. (1) The molecule is S(c1n2c3c(ccc2nn1)cccc3)CCC(=O)Nc1ccc(F)cc1. The result is 0 (inactive). (2) The drug is S(c1n2c(=NC(C2=O)CC(=O)NCc2cc3OCOc3cc2)c2c(n1)cccc2)CC(=O)Nc1c(OC)cccc1. The result is 0 (inactive).